Dataset: Full USPTO retrosynthesis dataset with 1.9M reactions from patents (1976-2016). Task: Predict the reactants needed to synthesize the given product. (1) Given the product [CH3:9][Si:10]([C:13]#[C:14][C:5]1[CH:6]=[CH:7][C:2]([NH2:1])=[N:3][CH:4]=1)([CH3:12])[CH3:11], predict the reactants needed to synthesize it. The reactants are: [NH2:1][C:2]1[CH:7]=[CH:6][C:5](Br)=[CH:4][N:3]=1.[CH3:9][Si:10]([C:13]#[CH:14])([CH3:12])[CH3:11].CCN(CC)CC. (2) Given the product [NH2:11][C:6]1[CH:5]=[CH:4][C:3]([N:14]2[C:22](=[O:23])[C:21]3[C:16](=[CH:17][CH:18]=[CH:19][CH:20]=3)[C:15]2=[O:24])=[C:2]([F:1])[C:7]=1[CH2:8][CH2:9][OH:10], predict the reactants needed to synthesize it. The reactants are: [F:1][C:2]1[C:7]([CH2:8][CH2:9][OH:10])=[C:6]([N+:11]([O-])=O)[CH:5]=[CH:4][C:3]=1[N:14]1[C:22](=[O:23])[C:21]2[C:16](=[CH:17][CH:18]=[CH:19][CH:20]=2)[C:15]1=[O:24].